From a dataset of Forward reaction prediction with 1.9M reactions from USPTO patents (1976-2016). Predict the product of the given reaction. (1) Given the reactants [C:1]([C:3]1[CH:8]=[C:7]([C:9]2[CH:18]=[CH:17][C:12]([C:13]([O:15][CH3:16])=[O:14])=[CH:11][CH:10]=2)[CH:6]=[CH:5][N:4]=1)#[N:2].C(=O)(O)[O-:20].[Na+], predict the reaction product. The product is: [C:1]([C:3]1[CH:8]=[C:7]([C:9]2[CH:18]=[CH:17][C:12]([C:13]([O:15][CH3:16])=[O:14])=[CH:11][CH:10]=2)[CH:6]=[CH:5][N:4]=1)(=[O:20])[NH2:2]. (2) The product is: [F:10][C:11]1[CH:16]=[CH:15][C:14]([CH2:17][C:18]([NH:21][C:22]2[C:23]3[CH2:38][N:37]([CH:39]([CH3:40])[CH3:41])[C:36](=[O:42])[C:24]=3[N:25]=[C:26]([N:28]3[CH2:33][CH2:32][N:31]4[C:43](=[O:44])[O:35][CH2:34][C@H:30]4[CH2:29]3)[N:27]=2)([CH3:20])[CH3:19])=[CH:13][CH:12]=1. Given the reactants CCN(C(C)C)C(C)C.[F:10][C:11]1[CH:16]=[CH:15][C:14]([CH2:17][C:18]([NH:21][C:22]2[C:23]3[CH2:38][N:37]([CH:39]([CH3:41])[CH3:40])[C:36](=[O:42])[C:24]=3[N:25]=[C:26]([N:28]3[CH2:33][CH2:32][NH:31][CH:30]([CH2:34][OH:35])[CH2:29]3)[N:27]=2)([CH3:20])[CH3:19])=[CH:13][CH:12]=1.[C:43](Cl)(Cl)=[O:44].C1(C)C=CC=CC=1, predict the reaction product. (3) Given the reactants [I-:1].[Na+].[C:3]([C:6]1[CH:7]=[CH:8][C:9]([O:14][CH2:15][C:16]([CH2:18]Cl)=[CH2:17])=[C:10]([CH:13]=1)[CH:11]=[O:12])(=[O:5])[CH3:4].O, predict the reaction product. The product is: [C:3]([C:6]1[CH:7]=[CH:8][C:9]([O:14][CH2:15][C:16]([CH2:18][I:1])=[CH2:17])=[C:10]([CH:13]=1)[CH:11]=[O:12])(=[O:5])[CH3:4]. (4) Given the reactants [Cl:1][C:2]1[CH:9]=[C:8]([O:10][CH2:11][CH3:12])[CH:7]=[C:6]([F:13])[C:3]=1[CH2:4][OH:5].[C:14]([O:18][C:19]([N:21]1[CH2:26][CH2:25][N:24]([C:27](Cl)=[O:28])[C@H:23]([CH2:30][CH3:31])[CH2:22]1)=[O:20])([CH3:17])([CH3:16])[CH3:15], predict the reaction product. The product is: [Cl:1][C:2]1[CH:9]=[C:8]([O:10][CH2:11][CH3:12])[CH:7]=[C:6]([F:13])[C:3]=1[CH2:4][O:5][C:27]([N:24]1[CH2:25][CH2:26][N:21]([C:19]([O:18][C:14]([CH3:16])([CH3:15])[CH3:17])=[O:20])[CH2:22][C@H:23]1[CH2:30][CH3:31])=[O:28]. (5) Given the reactants C([O:8][C:9]1[CH:14]=[CH:13][C:12]([C@@H:15]([OH:36])[CH2:16][NH:17][CH2:18][CH2:19][O:20][C:21]2[CH:26]=[CH:25][C:24]([C:27]3[CH:32]=[CH:31][C:30]([C:33]([OH:35])=[O:34])=[CH:29][CH:28]=3)=[CH:23][CH:22]=2)=[CH:11][C:10]=1[NH:37][S:38]([CH3:41])(=[O:40])=[O:39])C1C=CC=CC=1, predict the reaction product. The product is: [OH:36][C@H:15]([C:12]1[CH:13]=[CH:14][C:9]([OH:8])=[C:10]([NH:37][S:38]([CH3:41])(=[O:40])=[O:39])[CH:11]=1)[CH2:16][NH:17][CH2:18][CH2:19][O:20][C:21]1[CH:26]=[CH:25][C:24]([C:27]2[CH:28]=[CH:29][C:30]([C:33]([OH:35])=[O:34])=[CH:31][CH:32]=2)=[CH:23][CH:22]=1. (6) Given the reactants [Cl:1][C:2]1[CH:3]=[C:4]([CH2:9][N:10]2[CH2:15][CH2:14][CH:13]([CH2:16][NH:17][C:18](=[S:37])[NH:19]C(OCC3C4C=CC=CC=4C4C3=CC=CC=4)=O)[CH2:12][CH2:11]2)[CH:5]=[CH:6][C:7]=1[Cl:8].N1CCCCC1.O, predict the reaction product. The product is: [NH2:19][C:18]([NH:17][CH2:16][CH:13]1[CH2:14][CH2:15][N:10]([CH2:9][C:4]2[CH:5]=[CH:6][C:7]([Cl:8])=[C:2]([Cl:1])[CH:3]=2)[CH2:11][CH2:12]1)=[S:37]. (7) Given the reactants [Cl:1][C:2]1[CH:7]=[CH:6][CH:5]=[C:4]([Cl:8])[C:3]=1[CH:9]1[C:14]([C:15]([O:17][CH3:18])=[O:16])=[C:13]([CH2:19][C:20]([O:22][CH3:23])=[O:21])[NH:12][C:11]([CH2:24][CH2:25][C:26]2[CH:31]=[CH:30][CH:29]=[CH:28][C:27]=2[OH:32])=[C:10]1[C:33]([O:35][CH3:36])=[O:34].N([C:39]([N:41]1[CH2:46][CH2:45][CH2:44][CH2:43][CH2:42]1)=[O:40])=N[C:39]([N:41]1[CH2:46][CH2:45][CH2:44][CH2:43][CH2:42]1)=[O:40].C(P(CCCC)CCCC)CCC.OCCN1CCCC1=O, predict the reaction product. The product is: [Cl:1][C:2]1[CH:7]=[CH:6][CH:5]=[C:4]([Cl:8])[C:3]=1[CH:9]1[C:10]([C:33]([O:35][CH3:36])=[O:34])=[C:11]([CH2:24][CH2:25][C:26]2[CH:31]=[CH:30][CH:29]=[CH:28][C:27]=2[O:32][CH2:43][CH2:42][N:41]2[CH2:46][CH2:45][CH2:44][C:39]2=[O:40])[NH:12][C:13]([CH2:19][C:20]([O:22][CH3:23])=[O:21])=[C:14]1[C:15]([O:17][CH3:18])=[O:16].